This data is from Reaction yield outcomes from USPTO patents with 853,638 reactions. The task is: Predict the reaction yield, written as a fraction of the theoretical maximum amount of product (1.0 means a 100% yield; for example, 0.34 means a 34% yield). The reactants are [C:1]([O:5][C:6](=[O:20])[N:7]([CH2:9][C:10]1[C:15]([N+:16]([O-])=O)=[CH:14][CH:13]=[CH:12][C:11]=1[Br:19])[CH3:8])([CH3:4])([CH3:3])[CH3:2].NN. The catalyst is C1COCC1.CO. The product is [C:1]([O:5][C:6](=[O:20])[N:7]([CH2:9][C:10]1[C:11]([Br:19])=[CH:12][CH:13]=[CH:14][C:15]=1[NH2:16])[CH3:8])([CH3:4])([CH3:2])[CH3:3]. The yield is 0.690.